This data is from Full USPTO retrosynthesis dataset with 1.9M reactions from patents (1976-2016). The task is: Predict the reactants needed to synthesize the given product. (1) Given the product [CH2:15]([O:14][C:12]([C:11]1[C:9](=[O:10])[C:8]2[CH:7]=[N:6][C:5]([S:22][CH3:23])=[N:4][C:3]=2[N:24]2[C:17]=1[NH:29][C:27](=[O:28])[C:26]1[CH:30]=[CH:31][CH:32]=[CH:33][C:25]2=1)=[O:13])[CH3:16], predict the reactants needed to synthesize it. The reactants are: CO[C:3]1[C:8]([C:9]([C:11](=[C:17](SC)SC)[C:12]([O:14][CH2:15][CH3:16])=[O:13])=[O:10])=[CH:7][N:6]=[C:5]([S:22][CH3:23])[N:4]=1.[NH2:24][C:25]1[CH:33]=[CH:32][CH:31]=[CH:30][C:26]=1[C:27]([NH2:29])=[O:28].[H-].[Na+]. (2) Given the product [C:9]([O:13][C:14]([NH:24][C:4]1[CH:5]=[CH:6][CH:7]=[C:2]([CH3:8])[N:3]=1)=[O:16])([CH3:12])([CH3:11])[CH3:10], predict the reactants needed to synthesize it. The reactants are: N[C:2]1([CH3:8])[CH:7]=[CH:6][CH:5]=[CH:4][NH:3]1.[C:9]([O:13][C:14]([O:16]C(OC(C)(C)C)=O)=O)([CH3:12])([CH3:11])[CH3:10].[NH4+:24].[Cl-]. (3) Given the product [F:3][C:4]1([S:20]([C:23]2[CH:24]=[CH:25][C:26]([F:29])=[CH:27][CH:28]=2)(=[O:21])=[O:22])[CH2:9][CH2:8][N:7]([CH2:10][CH:11]([C:13]2[CH:14]=[CH:15][C:16]([F:19])=[CH:17][CH:18]=2)[OH:12])[CH2:6][CH2:5]1, predict the reactants needed to synthesize it. The reactants are: [BH4-].[Na+].[F:3][C:4]1([S:20]([C:23]2[CH:28]=[CH:27][C:26]([F:29])=[CH:25][CH:24]=2)(=[O:22])=[O:21])[CH2:9][CH2:8][N:7]([CH2:10][C:11]([C:13]2[CH:18]=[CH:17][C:16]([F:19])=[CH:15][CH:14]=2)=[O:12])[CH2:6][CH2:5]1.